Dataset: Full USPTO retrosynthesis dataset with 1.9M reactions from patents (1976-2016). Task: Predict the reactants needed to synthesize the given product. (1) Given the product [CH3:1][O:2][C:3](=[O:17])[CH:4]([O:13][CH:14]([CH3:15])[CH3:16])[CH2:5][C:6]1[CH:11]=[CH:10][C:9]([O:12][CH2:31][CH2:30][CH:28]2[CH2:29][N:25]([CH2:24][C:23]3[CH:45]=[CH:46][C:20]([O:19][CH3:18])=[CH:21][CH:22]=3)[C:26](=[O:44])[N:27]2[CH3:43])=[CH:8][CH:7]=1, predict the reactants needed to synthesize it. The reactants are: [CH3:1][O:2][C:3](=[O:17])[CH:4]([O:13][CH:14]([CH3:16])[CH3:15])[CH2:5][C:6]1[CH:11]=[CH:10][C:9]([OH:12])=[CH:8][CH:7]=1.[CH3:18][O:19][C:20]1[CH:46]=[CH:45][C:23]([CH2:24][N:25]2[CH2:29][CH:28]([CH2:30][CH2:31]OS(C3C=CC(C)=CC=3)(=O)=O)[N:27]([CH3:43])[C:26]2=[O:44])=[CH:22][CH:21]=1.C([O-])([O-])=O.[Cs+].[Cs+]. (2) Given the product [O:1]=[S:2]1(=[O:49])[CH2:7][CH2:6][N:5]([CH2:8][CH2:9][NH:10][C@:11]23[CH2:45][CH2:44][C@@H:43]([C:46]([CH3:48])=[CH2:47])[C@@H:12]2[C@@H:13]2[C@@:26]([CH3:29])([CH2:27][CH2:28]3)[C@@:25]3([CH3:30])[C@@H:16]([C@:17]4([CH3:42])[C@@H:22]([CH2:23][CH2:24]3)[C:21]([CH3:32])([CH3:31])[C:20]([C:33]3[CH2:38][CH2:37][CH:36]([C:39]([Cl:52])=[O:40])[CH2:35][CH:34]=3)=[CH:19][CH2:18]4)[CH2:15][CH2:14]2)[CH2:4][CH2:3]1, predict the reactants needed to synthesize it. The reactants are: [O:1]=[S:2]1(=[O:49])[CH2:7][CH2:6][N:5]([CH2:8][CH2:9][NH:10][C@:11]23[CH2:45][CH2:44][C@@H:43]([C:46]([CH3:48])=[CH2:47])[C@@H:12]2[C@@H:13]2[C@@:26]([CH3:29])([CH2:27][CH2:28]3)[C@@:25]3([CH3:30])[C@@H:16]([C@:17]4([CH3:42])[C@@H:22]([CH2:23][CH2:24]3)[C:21]([CH3:32])([CH3:31])[C:20]([C:33]3[CH2:38][CH2:37][CH:36]([C:39](O)=[O:40])[CH2:35][CH:34]=3)=[CH:19][CH2:18]4)[CH2:15][CH2:14]2)[CH2:4][CH2:3]1.S(Cl)([Cl:52])=O.ClCCCl.C1COCC1. (3) Given the product [CH2:1]([O:3][C:4]([C:6]1[C:7]([CH2:25][NH:26][C:36](=[O:38])[CH3:37])=[N:8][N:9]([C:14]2[CH:19]=[CH:18][CH:17]=[C:16]([O:20][C:21]([F:23])([F:22])[F:24])[CH:15]=2)[C:10]=1[CH:11]1[CH2:12][CH2:13]1)=[O:5])[CH3:2], predict the reactants needed to synthesize it. The reactants are: [CH2:1]([O:3][C:4]([C:6]1[C:7]([CH2:25][NH2:26])=[N:8][N:9]([C:14]2[CH:19]=[CH:18][CH:17]=[C:16]([O:20][C:21]([F:24])([F:23])[F:22])[CH:15]=2)[C:10]=1[CH:11]1[CH2:13][CH2:12]1)=[O:5])[CH3:2].CCN(C(C)C)C(C)C.[C:36](Cl)(=[O:38])[CH3:37]. (4) Given the product [Br:15][C:13]1[C:4]([CH:1]2[CH2:3][CH2:2]2)=[C:5]2[C:10](=[CH:11][CH:12]=1)[NH:9][C:8](=[O:14])[CH2:7][CH2:6]2, predict the reactants needed to synthesize it. The reactants are: [CH:1]1([C:4]2[CH:13]=[CH:12][CH:11]=[C:10]3[C:5]=2[CH2:6][CH2:7][C:8](=[O:14])[NH:9]3)[CH2:3][CH2:2]1.[Br:15]N1C(=O)CCC1=O. (5) Given the product [CH3:24][O:23][C:19](=[O:22])[CH2:20][CH2:21][C:16]([C:17]#[N:18])([C:6]1[C:7]2[C:11]3[CH:12]=[CH:13][CH:14]=[CH:15][C:10]=3[O:9][C:8]=2[C:3]([O:2][CH3:1])=[CH:4][CH:5]=1)[CH2:21][CH2:20][C:19]([O:23][CH3:24])=[O:22], predict the reactants needed to synthesize it. The reactants are: [CH3:1][O:2][C:3]1[C:8]2[O:9][C:10]3[CH:15]=[CH:14][CH:13]=[CH:12][C:11]=3[C:7]=2[C:6]([CH2:16][C:17]#[N:18])=[CH:5][CH:4]=1.[C:19]([O:23][CH3:24])(=[O:22])[CH:20]=[CH2:21]. (6) Given the product [C:49]1([S:55]([N:58]2[C:62]3=[N:63][CH:64]=[C:65]([NH:73][C:6]([C@H:5]([O:4][C:1](=[O:3])[CH3:2])[CH3:9])=[O:8])[C:66]([NH:67][CH:68]4[CH2:72][CH2:71][O:70][CH2:69]4)=[C:61]3[CH:60]=[CH:59]2)(=[O:56])=[O:57])[CH:50]=[CH:51][CH:52]=[CH:53][CH:54]=1, predict the reactants needed to synthesize it. The reactants are: [C:1]([O:4][C@H:5]([CH3:9])[C:6]([OH:8])=O)(=[O:3])[CH3:2].C(Cl)Cl.C(N(CC)CC)C.F[P-](F)(F)(F)(F)F.C[N+](C)=C(N(C)C)ON1C2N=CC=CC=2N=N1.CN(C)C=O.[C:49]1([S:55]([N:58]2[C:62]3=[N:63][CH:64]=[C:65]([NH2:73])[C:66]([NH:67][CH:68]4[CH2:72][CH2:71][O:70][CH2:69]4)=[C:61]3[CH:60]=[CH:59]2)(=[O:57])=[O:56])[CH:54]=[CH:53][CH:52]=[CH:51][CH:50]=1.